From a dataset of NCI-60 drug combinations with 297,098 pairs across 59 cell lines. Regression. Given two drug SMILES strings and cell line genomic features, predict the synergy score measuring deviation from expected non-interaction effect. Drug 1: COC1=CC(=CC(=C1O)OC)C2C3C(COC3=O)C(C4=CC5=C(C=C24)OCO5)OC6C(C(C7C(O6)COC(O7)C8=CC=CS8)O)O. Drug 2: CCC1(CC2CC(C3=C(CCN(C2)C1)C4=CC=CC=C4N3)(C5=C(C=C6C(=C5)C78CCN9C7C(C=CC9)(C(C(C8N6C)(C(=O)OC)O)OC(=O)C)CC)OC)C(=O)OC)O.OS(=O)(=O)O. Cell line: SK-MEL-28. Synergy scores: CSS=31.0, Synergy_ZIP=-3.49, Synergy_Bliss=2.01, Synergy_Loewe=-6.65, Synergy_HSA=3.32.